Dataset: Reaction yield outcomes from USPTO patents with 853,638 reactions. Task: Predict the reaction yield, written as a fraction of the theoretical maximum amount of product (1.0 means a 100% yield; for example, 0.34 means a 34% yield). (1) The reactants are O1CCCC1.[C:6]1([S:12][C:13]2[N:18]=[CH:17][C:16]([CH2:19][C:20](Cl)=[N:21][OH:22])=[CH:15][CH:14]=2)[CH:11]=[CH:10][CH:9]=[CH:8][CH:7]=1.[C:24]([C:26]1[C:27]([NH2:33])=[N:28][C:29]([NH2:32])=[CH:30][CH:31]=1)#[CH:25].C(N(CC)CC)C. The catalyst is O. The product is [C:6]1([S:12][C:13]2[N:18]=[CH:17][C:16]([CH2:19][C:20]3[CH:25]=[C:24]([C:26]4[C:27]([NH2:33])=[N:28][C:29]([NH2:32])=[CH:30][CH:31]=4)[O:22][N:21]=3)=[CH:15][CH:14]=2)[CH:11]=[CH:10][CH:9]=[CH:8][CH:7]=1. The yield is 0.580. (2) The reactants are [CH:1]([C:3]1[CH:4]=[C:5]([CH:18]=[CH:19][C:20]=1[OH:21])[O:6][CH2:7][C:8]1[CH:17]=[CH:16][C:11]([C:12]([O:14]C)=[O:13])=[CH:10][CH:9]=1)=[O:2]. The catalyst is CCO.[OH-].[Na+].O. The product is [CH:1]([C:3]1[CH:4]=[C:5]([CH:18]=[CH:19][C:20]=1[OH:21])[O:6][CH2:7][C:8]1[CH:17]=[CH:16][C:11]([C:12]([OH:14])=[O:13])=[CH:10][CH:9]=1)=[O:2]. The yield is 1.00. (3) The reactants are C([N:3]([CH2:6]C)CC)C.C1C=CC(P(N=[N+]=[N-])(C2C=CC=CC=2)=[O:15])=CC=1.C(O)(=O)[C:26]1[CH:31]=[CH:30][CH:29]=[N:28][CH:27]=1.[S:34]1[C:38]2[CH:39]=[C:40]([NH:43][CH2:44][C:45](=O)[CH2:46][CH3:47])[CH:41]=[CH:42][C:37]=2[N:36]=[CH:35]1. The catalyst is C1(C)C=CC=CC=1.C(Cl)Cl.CO. The product is [S:34]1[C:38]2[CH:39]=[C:40]([N:43]3[CH:44]=[C:45]([CH2:46][CH3:47])[N:3]([C:26]4[CH:27]=[N:28][CH:29]=[CH:30][CH:31]=4)[C:6]3=[O:15])[CH:41]=[CH:42][C:37]=2[N:36]=[CH:35]1. The yield is 0.0150. (4) The reactants are [C:1]([O:5][C:6]([N:8]1[CH2:13][CH:12]=[C:11]([C:14]2[C:22]3[S:21][C:20]([NH:23][C:24]([C:26]4[CH:31]=[CH:30][N:29]=[C:28]([CH3:32])[CH:27]=4)=[O:25])=[N:19][C:18]=3[C:17]([O:33][CH3:34])=[CH:16][CH:15]=2)[CH2:10][CH2:9]1)=[O:7])([CH3:4])([CH3:3])[CH3:2].C1COCC1. The catalyst is CO.[Pd]. The product is [C:1]([O:5][C:6]([N:8]1[CH2:13][CH2:12][CH:11]([C:14]2[C:22]3[S:21][C:20]([NH:23][C:24]([C:26]4[CH:31]=[CH:30][N:29]=[C:28]([CH3:32])[CH:27]=4)=[O:25])=[N:19][C:18]=3[C:17]([O:33][CH3:34])=[CH:16][CH:15]=2)[CH2:10][CH2:9]1)=[O:7])([CH3:4])([CH3:3])[CH3:2]. The yield is 0.530. (5) The reactants are C([O:3][C:4]([C:6]1[C:7]([C:14]([F:17])([F:16])[F:15])=[N:8][N:9]([CH:11]2[CH2:13][CH2:12]2)[CH:10]=1)=O)C.CC(C[AlH]CC(C)C)C.Cl. The catalyst is C1(C)C=CC=CC=1. The product is [CH:11]1([N:9]2[CH:10]=[C:6]([CH2:4][OH:3])[C:7]([C:14]([F:17])([F:16])[F:15])=[N:8]2)[CH2:13][CH2:12]1. The yield is 1.00. (6) The reactants are [N:1]1[CH:6]=[CH:5][CH:4]=[CH:3][C:2]=1[C:7]1[CH:8]=[C:9]([C:13]2[O:14][C:15]3[C:21]([C:22]([NH2:24])=[O:23])=[CH:20][CH:19]=[CH:18][C:16]=3[N:17]=2)[CH:10]=[CH:11][CH:12]=1.[H][H]. The catalyst is CO.O.[Pt](=O)=O. The product is [NH:1]1[CH2:6][CH2:5][CH2:4][CH2:3][CH:2]1[C:7]1[CH:8]=[C:9]([C:13]2[O:14][C:15]3[C:21]([C:22]([NH2:24])=[O:23])=[CH:20][CH:19]=[CH:18][C:16]=3[N:17]=2)[CH:10]=[CH:11][CH:12]=1. The yield is 0.330. (7) The reactants are O[Li].O.O.C([O:9][C:10]([C:12]1([CH2:17][CH2:18][CH2:19][CH2:20][C:21](=[O:38])[CH2:22][CH2:23][CH2:24][CH2:25][C:26]2([C:31]([O:33]CCCC)=[O:32])[CH2:30][CH2:29][CH2:28][CH2:27]2)[CH2:16][CH2:15][CH2:14][CH2:13]1)=[O:11])CCC. The catalyst is CCO. The product is [C:31]([C:26]1([CH2:25][CH2:24][CH2:23][CH2:22][C:21](=[O:38])[CH2:20][CH2:19][CH2:18][CH2:17][C:12]2([C:10]([OH:11])=[O:9])[CH2:16][CH2:15][CH2:14][CH2:13]2)[CH2:27][CH2:28][CH2:29][CH2:30]1)([OH:33])=[O:32]. The yield is 0.950. (8) The reactants are [OH:1][CH2:2][CH:3]1[CH2:12][CH:11]([CH2:13][OH:14])[CH2:10][C:5]2([O:9][CH2:8][CH2:7][O:6]2)[CH2:4]1.C(N(CC)CC)C.[CH3:22][S:23](Cl)(=[O:25])=[O:24]. The catalyst is ClCCl. The product is [CH3:22][S:23]([O:1][CH2:2][CH:3]1[CH2:12][CH:11]([CH2:13][O:14][S:23]([CH3:22])(=[O:25])=[O:24])[CH2:10][C:5]2([O:6][CH2:7][CH2:8][O:9]2)[CH2:4]1)(=[O:25])=[O:24]. The yield is 0.970.